From a dataset of HIV replication inhibition screening data with 41,000+ compounds from the AIDS Antiviral Screen. Binary Classification. Given a drug SMILES string, predict its activity (active/inactive) in a high-throughput screening assay against a specified biological target. (1) The drug is N=C1NC(=N)c2cc3c(cc21)SCCSCCCSCCS3. The result is 0 (inactive). (2) The molecule is O=C1OC(c2cccc3ccc(Br)cc23)c2ccccc21. The result is 0 (inactive). (3) The drug is COC(=O)CCC(=O)NC1C2CC3CC(C2)CC1C3. The result is 0 (inactive).